From a dataset of Full USPTO retrosynthesis dataset with 1.9M reactions from patents (1976-2016). Predict the reactants needed to synthesize the given product. (1) Given the product [CH3:11][NH2:12].[C:13]([OH:18])([C:14]([F:17])([F:16])[F:15])=[O:37], predict the reactants needed to synthesize it. The reactants are: FC(F)(F)C1C=C(C=C(C(F)(F)F)C=1)COCC(O)(C1C=CC=CC=1)C[CH2:11][N:12](C)[C:13](=[O:18])[C:14]([F:17])([F:16])[F:15].C[OH:37]. (2) The reactants are: [Cl:1][C:2]1[C:3]([C:18](=[O:23])[NH:19][CH:20]2[CH2:22][CH2:21]2)=[CH:4][C:5]2[N:9]=[C:8]([C:10]([O:12]C)=[O:11])[N:7]([CH:14]3[CH2:16][CH2:15]3)[C:6]=2[CH:17]=1.[OH-].[Li+]. Given the product [Cl:1][C:2]1[C:3]([C:18](=[O:23])[NH:19][CH:20]2[CH2:21][CH2:22]2)=[CH:4][C:5]2[N:9]=[C:8]([C:10]([OH:12])=[O:11])[N:7]([CH:14]3[CH2:16][CH2:15]3)[C:6]=2[CH:17]=1, predict the reactants needed to synthesize it.